Dataset: Full USPTO retrosynthesis dataset with 1.9M reactions from patents (1976-2016). Task: Predict the reactants needed to synthesize the given product. Given the product [N:10]1([C:2]2[CH:9]=[CH:8][C:5]([C:6]#[N:7])=[CH:4][CH:3]=2)[CH2:14][CH2:13][CH2:12][CH2:11]1, predict the reactants needed to synthesize it. The reactants are: Br[C:2]1[CH:9]=[CH:8][C:5]([C:6]#[N:7])=[CH:4][CH:3]=1.[NH:10]1[CH2:14][CH2:13][CH2:12][CH2:11]1.CC(C)([O-])C.[Na+].